The task is: Predict the reactants needed to synthesize the given product.. This data is from Full USPTO retrosynthesis dataset with 1.9M reactions from patents (1976-2016). (1) The reactants are: Br[C:2]1[CH:22]=[CH:21][C:5]2[N:6]([CH3:20])[C:7](=[O:19])[CH2:8][N:9]=[C:10]([C:11]3[CH:12]=[C:13]([CH:16]=[CH:17][CH:18]=3)[C:14]#[N:15])[C:4]=2[CH:3]=1.C1(B(O)O)C=CC=CC=1.[CH3:32][O:33][C:34]1[CH:35]=[C:36](B(O)O)[CH:37]=[CH:38][CH:39]=1. Given the product [CH3:32][O:33][C:34]1[CH:39]=[C:38]([C:2]2[CH:22]=[CH:21][C:5]3[N:6]([CH3:20])[C:7](=[O:19])[CH2:8][N:9]=[C:10]([C:11]4[CH:12]=[C:13]([CH:16]=[CH:17][CH:18]=4)[C:14]#[N:15])[C:4]=3[CH:3]=2)[CH:37]=[CH:36][CH:35]=1, predict the reactants needed to synthesize it. (2) Given the product [NH2:24][C:19]1[CH:20]=[CH:21][C:22]([O:1][C:2]2[CH:3]=[C:4]([CH:13]=[CH:14][CH:15]=2)[CH2:5][NH:6][C:7](=[O:12])[C:8]([CH3:11])([CH3:10])[CH3:9])=[C:17]([Cl:16])[CH:18]=1, predict the reactants needed to synthesize it. The reactants are: [OH:1][C:2]1[CH:3]=[C:4]([CH:13]=[CH:14][CH:15]=1)[CH2:5][NH:6][C:7](=[O:12])[C:8]([CH3:11])([CH3:10])[CH3:9].[Cl:16][C:17]1[CH:18]=[C:19]([N+:24]([O-])=O)[CH:20]=[CH:21][C:22]=1F.C(=O)([O-])[O-].[K+].[K+].[Cl-].[Ca+2].[Cl-]. (3) The reactants are: [Na].O[CH:3]=[C:4]1[CH2:8][CH2:7][O:6][C:5]1=[O:9].[C:10]1([CH2:16][CH2:17][NH2:18])[CH:15]=[CH:14][CH:13]=[CH:12][CH:11]=1. Given the product [C:10]1([CH2:16][CH2:17][NH:18][CH:3]=[C:4]2[CH2:8][CH2:7][O:6][C:5]2=[O:9])[CH:15]=[CH:14][CH:13]=[CH:12][CH:11]=1, predict the reactants needed to synthesize it. (4) Given the product [NH2:20][C@H:18]1[CH2:19][C:15]2([CH2:29][CH2:30][N:12]([C:11]3[C:10]4[C:5](=[CH:6][CH:7]=[C:8]([O:31][CH3:32])[N:9]=4)[N:4]=[CH:3][C:2]=3[F:1])[CH2:13][CH2:14]2)[CH2:16][C@H:17]1[OH:28], predict the reactants needed to synthesize it. The reactants are: [F:1][C:2]1[CH:3]=[N:4][C:5]2[C:10]([C:11]=1[N:12]1[CH2:30][CH2:29][C:15]3([CH2:19][C@H:18]([NH:20]C(=O)OC(C)(C)C)[C@H:17]([OH:28])[CH2:16]3)[CH2:14][CH2:13]1)=[N:9][C:8]([O:31][CH3:32])=[CH:7][CH:6]=2.Cl.O1CCOCC1. (5) Given the product [CH3:1][C:2]1([CH2:6][C:7]([N:47]2[CH2:48][CH2:49][C:44]3([CH:42]([CH2:50][NH:51][C:52]([C:54]4[NH:62][C:61]5[CH:60]=[CH:59][N:58]=[CH:57][C:56]=5[CH:55]=4)=[O:53])[CH2:43]3)[CH2:45][CH2:46]2)=[O:9])[CH2:3][O:4][CH2:5]1, predict the reactants needed to synthesize it. The reactants are: [CH3:1][C:2]1([CH2:6][C:7]([OH:9])=O)[CH2:5][O:4][CH2:3]1.CCN=C=NCCCN(C)C.C1C=CC2N(O)N=NC=2C=1.CCN(C(C)C)C(C)C.Cl.Cl.[CH:42]1([CH2:50][NH:51][C:52]([C:54]2[NH:62][C:61]3[CH:60]=[CH:59][N:58]=[CH:57][C:56]=3[CH:55]=2)=[O:53])[C:44]2([CH2:49][CH2:48][NH:47][CH2:46][CH2:45]2)[CH2:43]1.